This data is from Forward reaction prediction with 1.9M reactions from USPTO patents (1976-2016). The task is: Predict the product of the given reaction. (1) The product is: [Si:1]([O:8][CH2:9][C:10]1[N:11]=[C:12]([C:15]2([C:21]3[CH:29]=[CH:28][C:24]([C:25]([N:31]([CH3:32])[CH3:30])=[O:26])=[CH:23][CH:22]=3)[CH2:16][CH2:17][O:18][CH2:19][CH2:20]2)[S:13][CH:14]=1)([C:4]([CH3:5])([CH3:6])[CH3:7])([CH3:2])[CH3:3]. Given the reactants [Si:1]([O:8][CH2:9][C:10]1[N:11]=[C:12]([C:15]2([C:21]3[CH:29]=[CH:28][C:24]([C:25](O)=[O:26])=[CH:23][CH:22]=3)[CH2:20][CH2:19][O:18][CH2:17][CH2:16]2)[S:13][CH:14]=1)([C:4]([CH3:7])([CH3:6])[CH3:5])([CH3:3])[CH3:2].[CH3:30][NH:31][CH3:32].CCN(C(C)C)C(C)C.CN(C(ON1N=NC2C=CC=NC1=2)=[N+](C)C)C.F[P-](F)(F)(F)(F)F, predict the reaction product. (2) Given the reactants [N+:1]([C:4]1[CH:5]=[C:6]([CH:19]=[CH:20][C:21]=1[N:22]1[CH2:27][CH2:26][N:25]([C:28]2[CH:33]=[CH:32][CH:31]=[CH:30][C:29]=2[CH3:34])[CH2:24][CH2:23]1)[C:7]([NH:9][CH2:10][CH2:11][CH2:12][N:13]1[CH2:17][CH2:16][CH2:15][C:14]1=[O:18])=[O:8])([O-])=O, predict the reaction product. The product is: [NH2:1][C:4]1[CH:5]=[C:6]([CH:19]=[CH:20][C:21]=1[N:22]1[CH2:27][CH2:26][N:25]([C:28]2[CH:33]=[CH:32][CH:31]=[CH:30][C:29]=2[CH3:34])[CH2:24][CH2:23]1)[C:7]([NH:9][CH2:10][CH2:11][CH2:12][N:13]1[CH2:17][CH2:16][CH2:15][C:14]1=[O:18])=[O:8]. (3) Given the reactants Cl[C:2]1[N:7]=[C:6](Cl)[C:5]([F:9])=[CH:4][N:3]=1.[NH:10]1[CH2:15][CH2:14][CH:13]([CH2:16][OH:17])[CH2:12][CH2:11]1.CCN(C(C)C)C(C)C.[NH2:27][C:28]1[CH:33]=[CH:32][C:31]([N:34]2[CH2:39][CH2:38][N:37]([C:40](=[O:42])[CH3:41])[CH2:36][CH2:35]2)=[CH:30][CH:29]=1, predict the reaction product. The product is: [F:9][C:5]1[C:6]([N:10]2[CH2:15][CH2:14][CH:13]([CH2:16][OH:17])[CH2:12][CH2:11]2)=[N:7][C:2]([NH:27][C:28]2[CH:29]=[CH:30][C:31]([N:34]3[CH2:35][CH2:36][N:37]([C:40](=[O:42])[CH3:41])[CH2:38][CH2:39]3)=[CH:32][CH:33]=2)=[N:3][CH:4]=1.